From a dataset of Full USPTO retrosynthesis dataset with 1.9M reactions from patents (1976-2016). Predict the reactants needed to synthesize the given product. (1) Given the product [CH3:14][Sn:13]([CH3:16])([CH3:15])[C:2]1[CH:3]=[N:4][CH:5]=[CH:6][CH:7]=1, predict the reactants needed to synthesize it. The reactants are: Br[C:2]1[CH:3]=[N:4][CH:5]=[CH:6][CH:7]=1.C([Mg]Cl)(C)C.[Sn:13](Cl)([CH3:16])([CH3:15])[CH3:14].N#N. (2) The reactants are: [C:1]([O:5][C:6]([N:8]1[CH2:13][CH2:12][N:11]([C:14]2[N:19]=[C:18](Cl)[C:17]3[CH2:21][NH:22][C:23](=[O:24])[C:16]=3[CH:15]=2)[CH2:10][CH2:9]1)=[O:7])([CH3:4])([CH3:3])[CH3:2].[CH:25]1([NH:31][C:32]2[CH:37]=[C:36]([Sn](C)(C)C)[CH:35]=[CH:34][N:33]=2)[CH2:30][CH2:29][CH2:28][CH2:27][CH2:26]1. Given the product [C:1]([O:5][C:6]([N:8]1[CH2:13][CH2:12][N:11]([C:14]2[N:19]=[C:18]([C:36]3[CH:35]=[CH:34][N:33]=[C:32]([NH:31][CH:25]4[CH2:30][CH2:29][CH2:28][CH2:27][CH2:26]4)[CH:37]=3)[C:17]3[CH2:21][NH:22][C:23](=[O:24])[C:16]=3[CH:15]=2)[CH2:10][CH2:9]1)=[O:7])([CH3:4])([CH3:3])[CH3:2], predict the reactants needed to synthesize it. (3) The reactants are: [CH3:1][O:2][C:3]1[CH:4]=[CH:5][C:6]2[N:11]=[CH:10][C:9](=[O:12])[NH:8][C:7]=2[N:13]=1.[H-].[Na+].CS(O[CH2:21][CH2:22][N:23]1[CH2:28][CH2:27][CH:26]([NH:29][C:30]([O:32][C:33]([CH3:36])([CH3:35])[CH3:34])=[O:31])[CH2:25][CH2:24]1)(=O)=O.C(OC(=O)NC1CCN(CCN2C3C(=CC=C(OC)C=3)C=CC2=O)CC1)(C)(C)C. Given the product [C:33]([O:32][C:30](=[O:31])[NH:29][CH:26]1[CH2:27][CH2:28][N:23]([CH2:22][CH2:21][N:8]2[C:9](=[O:12])[CH:10]=[N:11][C:6]3[CH:5]=[CH:4][C:3]([O:2][CH3:1])=[N:13][C:7]2=3)[CH2:24][CH2:25]1)([CH3:36])([CH3:35])[CH3:34], predict the reactants needed to synthesize it. (4) The reactants are: [C:1]([C:4]1[CH:9]=[CH:8][N:7]=[CH:6][CH:5]=1)(=O)[CH3:2].C[Si]([N-][Si](C)(C)C)(C)C.[Li+].[OH2:20].[CH2:21]1[CH2:25][O:24][CH2:23][CH2:22]1. Given the product [CH3:2][C:1]([C:4]1[CH:9]=[CH:8][N:7]=[CH:6][CH:5]=1)=[CH:22][C:23]([O:24][CH2:25][CH3:21])=[O:20], predict the reactants needed to synthesize it. (5) Given the product [F:9][C:8]([F:11])([F:10])[C:2]1[O:13][N:15]=[C:4]([CH2:5][OH:6])[CH:3]=1, predict the reactants needed to synthesize it. The reactants are: F[C:2](F)([C:8]([F:11])([F:10])[F:9])[CH:3]=[C:4](I)[CH2:5][OH:6].[OH2:13].Cl.[NH2:15]O.C(=O)([O-])[O-].[K+].[K+].